Dataset: Reaction yield outcomes from USPTO patents with 853,638 reactions. Task: Predict the reaction yield, written as a fraction of the theoretical maximum amount of product (1.0 means a 100% yield; for example, 0.34 means a 34% yield). (1) The reactants are [F:1][C:2]1[C:10]([O:11][CH2:12][C:13]2[CH2:14][C:15]3[C:20]([CH:21]=2)=[CH:19][C:18](B2OC(C)(C)C(C)(C)O2)=[CH:17][CH:16]=3)=[CH:9][CH:8]=[C:7]([F:31])[C:3]=1[C:4]([NH2:6])=[O:5].[C:32]1(OS(C(F)(F)F)(=O)=O)[CH2:36][CH2:35][CH2:34][CH:33]=1.P([O-])([O-])([O-])=O.[K+].[K+].[K+]. The catalyst is CN(C=O)C.O. The product is [CH:36]1([C:18]2[CH:19]=[C:20]3[C:15](=[CH:16][CH:17]=2)[CH2:14][C:13]([CH2:12][O:11][C:10]2[C:2]([F:1])=[C:3]([C:7]([F:31])=[CH:8][CH:9]=2)[C:4]([NH2:6])=[O:5])=[CH:21]3)[CH2:35][CH2:34][CH:33]=[CH:32]1. The yield is 0.650. (2) The reactants are [CH2:1]([C:3]1[S:4][C:5]([C:10]2[CH:15]=[CH:14][C:13]([C:16]([F:19])([F:18])[F:17])=[CH:12][CH:11]=2)=[CH:6][C:7]=1[CH:8]=[O:9])[CH3:2].[CH:20]1([Mg]Br)[CH2:25][CH2:24][CH2:23][CH2:22][CH2:21]1.O1CCCC1.[Cl-].[NH4+]. The catalyst is O1CCCC1. The product is [CH:20]1([CH:8]([C:7]2[CH:6]=[C:5]([C:10]3[CH:15]=[CH:14][C:13]([C:16]([F:19])([F:17])[F:18])=[CH:12][CH:11]=3)[S:4][C:3]=2[CH2:1][CH3:2])[OH:9])[CH2:25][CH2:24][CH2:23][CH2:22][CH2:21]1. The yield is 0.880. (3) The reactants are CC(C)N=C=NC(C)C.[NH:10]([C:16]([O:18][C:19]([CH3:22])([CH3:21])[CH3:20])=[O:17])[CH2:11][CH2:12][C:13]([OH:15])=[O:14].[CH3:23][CH:24]([CH2:26][CH2:27][CH2:28][C@H:29]([C@@H:31]1[C@:49]2([CH3:50])[C@H:34]([C@H:35]3[C@H:46]([CH2:47][CH2:48]2)[C@:44]2([CH3:45])[C:38]([CH2:39][C@H:40]([CH2:42][CH2:43]2)[OH:41])=[CH:37][CH2:36]3)[CH2:33][CH2:32]1)[CH3:30])[CH3:25].S([O-])(O)(=O)=O.[K+]. The catalyst is ClCCl.CN(C1C=CN=CC=1)C. The product is [CH3:25][CH:24]([CH2:26][CH2:27][CH2:28][C@H:29]([C@@H:31]1[C@:49]2([CH3:50])[C@H:34]([C@H:35]3[C@H:46]([CH2:47][CH2:48]2)[C@:44]2([CH3:45])[C:38]([CH2:39][C@H:40]([CH2:42][CH2:43]2)[OH:41])=[CH:37][CH2:36]3)[CH2:33][CH2:32]1)[CH3:30])[CH3:23].[C:16]([NH:10][CH2:11][CH2:12][C:13]([O-:15])=[O:14])([O:18][C:19]([CH3:21])([CH3:22])[CH3:20])=[O:17]. The yield is 0.970. (4) The reactants are Br[C:2]1[CH:23]=[CH:22][C:5]([C:6]([NH:8][S:9]([C:12]2[CH:17]=[CH:16][CH:15]=[CH:14][C:13]=2[S:18](=[O:21])(=[O:20])[NH2:19])(=[O:11])=[O:10])=[O:7])=[CH:4][C:3]=1[O:24][CH3:25].[Cl:26][C:27]1[CH:32]=[CH:31][C:30]([C:33]#[CH:34])=[CH:29][CH:28]=1. No catalyst specified. The product is [Cl:26][C:27]1[CH:32]=[CH:31][C:30]([C:33]#[C:34][C:2]2[CH:23]=[CH:22][C:5]([C:6]([NH:8][S:9]([C:12]3[CH:17]=[CH:16][CH:15]=[CH:14][C:13]=3[S:18](=[O:21])(=[O:20])[NH2:19])(=[O:11])=[O:10])=[O:7])=[CH:4][C:3]=2[O:24][CH3:25])=[CH:29][CH:28]=1. The yield is 0.190. (5) The reactants are [Cl:1][C:2]1[CH:7]=[C:6]([CH2:8][O:9][CH3:10])[CH:5]=[CH:4][C:3]=1C=C.[C:13]1(C)C=CC=CC=1.[F-].[Na+].[F:22][C:23]([F:35])(S(F)(=O)=O)[C:24](O[Si](C)(C)C)=O. The catalyst is CCOC(C)=O. The product is [Cl:1][C:2]1[CH:7]=[C:6]([CH2:8][O:9][CH3:10])[CH:5]=[CH:4][C:3]=1[CH:24]1[CH2:13][C:23]1([F:35])[F:22]. The yield is 0.450.